Dataset: Reaction yield outcomes from USPTO patents with 853,638 reactions. Task: Predict the reaction yield, written as a fraction of the theoretical maximum amount of product (1.0 means a 100% yield; for example, 0.34 means a 34% yield). (1) The reactants are [OH:1][C:2]1[CH:10]=[CH:9][C:5]([C:6]([OH:8])=[O:7])=[CH:4][C:3]=1[CH3:11].C(=O)([O-])[O-].[Cs+].[Cs+].FC(F)(F)S(O[CH2:24][C:25]([F:28])([F:27])[F:26])(=O)=O.[OH-].[Na+]. The catalyst is CN(C=O)C.O. The product is [CH3:11][C:3]1[CH:4]=[C:5]([CH:9]=[CH:10][C:2]=1[O:1][CH2:24][C:25]([F:28])([F:27])[F:26])[C:6]([OH:8])=[O:7]. The yield is 0.960. (2) The reactants are FC(F)(F)C(O)=O.[CH3:8][O:9][C:10](=[O:27])[C@@H:11]([NH:21][C:22](=[O:26])[C@@H:23]([NH2:25])[CH3:24])[CH2:12][C:13]1[CH:18]=[CH:17][C:16]([O:19][CH3:20])=[CH:15][CH:14]=1.C(N(CC)C(C)C)(C)C.[N:37]1[C:38]([C:46](O)=[O:47])=[CH:39][N:40]2[CH:45]=[CH:44][CH:43]=[CH:42][C:41]=12.CN(C(ON1N=NC2C=CC=NC1=2)=[N+](C)C)C.F[P-](F)(F)(F)(F)F. The catalyst is CN(C=O)C. The product is [CH3:8][O:9][C:10](=[O:27])[C@@H:11]([NH:21][C:22](=[O:26])[C@@H:23]([NH:25][C:46]([C:38]1[N:37]=[C:41]2[CH:42]=[CH:43][CH:44]=[CH:45][N:40]2[CH:39]=1)=[O:47])[CH3:24])[CH2:12][C:13]1[CH:14]=[CH:15][C:16]([O:19][CH3:20])=[CH:17][CH:18]=1. The yield is 0.660. (3) The reactants are [Cl:1][C:2]1[N:7]=[C:6](Cl)[CH:5]=[CH:4][N:3]=1.[CH:9]([C:11]1[CH:12]=[C:13](B(O)O)[CH:14]=[CH:15][CH:16]=1)=[O:10]. No catalyst specified. The product is [Cl:1][C:2]1[N:7]=[C:6]([C:15]2[CH:16]=[C:11]([CH:12]=[CH:13][CH:14]=2)[CH:9]=[O:10])[CH:5]=[CH:4][N:3]=1. The yield is 0.600. (4) The reactants are [CH3:1][O:2][C:3]1[CH:8]=[CH:7][CH:6]=[CH:5][C:4]=1[C:9]([CH3:18])([C:15](=O)[CH3:16])[C:10](OCC)=[O:11].O.[NH2:20][NH2:21]. No catalyst specified. The product is [CH3:1][O:2][C:3]1[CH:8]=[CH:7][CH:6]=[CH:5][C:4]=1[C:9]1([CH3:18])[C:10](=[O:11])[NH:21][N:20]=[C:15]1[CH3:16]. The yield is 0.750. (5) The reactants are [C:1]([O:5][C:6]([N:8]1[CH2:11][CH:10]([O:12][C:13]2[CH:18]=[CH:17][C:16]([NH:19][C:20]([C:22]3[S:23][C:24]([C:30]4[CH:35]=[CH:34][C:33]([Cl:36])=[CH:32][CH:31]=4)=[CH:25][C:26]=3[CH2:27][CH2:28]O)=[O:21])=[CH:15][C:14]=2[O:37][CH3:38])[CH2:9]1)=[O:7])([CH3:4])([CH3:3])[CH3:2].C(P(CCCC)CCCC)CCC.N(C(OC(C)C)=O)=NC(OC(C)C)=O. The catalyst is O1CCCC1. The product is [C:1]([O:5][C:6]([N:8]1[CH2:11][CH:10]([O:12][C:13]2[CH:18]=[CH:17][C:16]([N:19]3[CH2:28][CH2:27][C:26]4[CH:25]=[C:24]([C:30]5[CH:31]=[CH:32][C:33]([Cl:36])=[CH:34][CH:35]=5)[S:23][C:22]=4[C:20]3=[O:21])=[CH:15][C:14]=2[O:37][CH3:38])[CH2:9]1)=[O:7])([CH3:4])([CH3:3])[CH3:2]. The yield is 0.620. (6) The reactants are [CH2:1]([N:4]([C:9]([O:11][C:12]([CH3:15])([CH3:14])[CH3:13])=[O:10])[CH2:5][C:6]([OH:8])=O)[CH:2]=[CH2:3].C(N(CC)CC)C.C(Cl)(=O)C(C)(C)C.Cl.[CH3:31][NH:32][O:33][CH3:34]. The catalyst is O1CCCC1. The product is [CH2:1]([N:4]([CH2:5][C:6]([N:32]([O:33][CH3:34])[CH3:31])=[O:8])[C:9](=[O:10])[O:11][C:12]([CH3:15])([CH3:14])[CH3:13])[CH:2]=[CH2:3]. The yield is 0.540. (7) The reactants are IC.[Cl:3][C:4]1[N:9]=[C:8]([NH:10][C:11]2[CH:16]=[CH:15][C:14]([F:17])=[C:13]([Cl:18])[C:12]=2[F:19])[CH:7]=[CH:6][N:5]=1.[C:20]([O-])([O-])=O.[Cs+].[Cs+]. The catalyst is C(#N)C. The product is [Cl:3][C:4]1[N:9]=[C:8]([N:10]([C:11]2[CH:16]=[CH:15][C:14]([F:17])=[C:13]([Cl:18])[C:12]=2[F:19])[CH3:20])[CH:7]=[CH:6][N:5]=1. The yield is 0.860.